From a dataset of Catalyst prediction with 721,799 reactions and 888 catalyst types from USPTO. Predict which catalyst facilitates the given reaction. (1) Reactant: C[Si](Br)(C)C.[C:6]([O:9][C:10]1[CH:15]=[CH:14][C:13]([P:16](OCC)([CH2:18][P:19]([O:24]CC)([O:21]CC)=[O:20])=[O:17])=[CH:12][C:11]=1[C:30]([CH3:62])([CH3:61])[CH2:31][C:32]([N:34]1[CH2:39][CH2:38][N:37]([C:40]2[C:49]([O:50][CH3:51])=[C:48]3[C:43]([C:44](=[O:58])[C:45]([C:55]([OH:57])=[O:56])=[CH:46][N:47]3[CH:52]3[CH2:54][CH2:53]3)=[CH:42][C:41]=2[F:59])[CH2:36][CH:35]1[CH3:60])=[O:33])(=[O:8])[CH3:7].N1C(C)=CC=CC=1C. Product: [C:6]([O:9][C:10]1[C:11]([C:30]([CH3:61])([CH3:62])[CH2:31][C:32]([N:34]2[CH2:39][CH2:38][N:37]([C:40]3[C:49]([O:50][CH3:51])=[C:48]4[C:43]([C:44](=[O:58])[C:45]([C:55]([OH:57])=[O:56])=[CH:46][N:47]4[CH:52]4[CH2:53][CH2:54]4)=[CH:42][C:41]=3[F:59])[CH2:36][CH:35]2[CH3:60])=[O:33])=[CH:12][C:13](=[P:16]([CH2:18][P:19]([OH:24])([OH:21])=[O:20])=[O:17])[CH2:14][CH:15]=1)(=[O:8])[CH3:7]. The catalyst class is: 2. (2) Product: [C:3]([CH2:5][N:6]1[C:15]2[C:10](=[CH:11][CH:12]=[CH:13][CH:14]=2)[CH2:9][CH:8]([CH2:16][N:17]2[CH2:22][CH2:21][C:20]3([C:30]4[C:25](=[CH:26][CH:27]=[CH:28][CH:29]=4)[CH2:24][CH2:23]3)[CH2:19][CH2:18]2)[C:7]1=[O:31])([OH:4])=[O:2]. Reactant: C[O:2][C:3]([CH2:5][N:6]1[C:15]2[C:10](=[CH:11][CH:12]=[CH:13][CH:14]=2)[CH2:9][CH:8]([CH2:16][N:17]2[CH2:22][CH2:21][C:20]3([C:30]4[C:25](=[CH:26][CH:27]=[CH:28][CH:29]=4)[CH2:24][CH2:23]3)[CH2:19][CH2:18]2)[C:7]1=[O:31])=[O:4].[OH-].[Na+].C(OCC)(=O)C. The catalyst class is: 92. (3) Reactant: [C:1]1([C:7]2[N:12]=[N:11][C:10]([NH:13][NH:14][C:15](=O)[CH2:16][C:17]3[CH:18]=[C:19]4[C:24](=[CH:25][CH:26]=3)[N:23]=[CH:22][CH:21]=[CH:20]4)=[N:9][CH:8]=2)[CH:6]=[CH:5][CH:4]=[CH:3][CH:2]=1. Product: [N:23]1[C:24]2[C:19](=[CH:18][C:17]([CH2:16][C:15]3[N:11]4[N:12]=[C:7]([C:1]5[CH:6]=[CH:5][CH:4]=[CH:3][CH:2]=5)[CH:8]=[N:9][C:10]4=[N:13][N:14]=3)=[CH:26][CH:25]=2)[CH:20]=[CH:21][CH:22]=1. The catalyst class is: 15. (4) Reactant: Cl.[NH2:2][C@H:3]1[CH2:9][CH2:8][CH2:7][CH2:6][N:5]([CH2:10][CH3:11])[C:4]1=[O:12].C(=O)([O-])[O-].[Cs+].[Cs+].Br[C:20]1[CH:24]=[C:23]([C:25]#[C:26][C:27]([CH3:30])([CH3:29])[CH3:28])[S:22][C:21]=1[C:31]([O:33][CH3:34])=[O:32].C1C=CC(P(C2C(C3C(P(C4C=CC=CC=4)C4C=CC=CC=4)=CC=C4C=3C=CC=C4)=C3C(C=CC=C3)=CC=2)C2C=CC=CC=2)=CC=1. Product: [CH3:28][C:27]([CH3:30])([CH3:29])[C:26]#[C:25][C:23]1[S:22][C:21]([C:31]([O:33][CH3:34])=[O:32])=[C:20]([NH:2][C@H:3]2[CH2:9][CH2:8][CH2:7][CH2:6][N:5]([CH2:10][CH3:11])[C:4]2=[O:12])[CH:24]=1. The catalyst class is: 231. (5) Reactant: [OH:1][C:2]1[CH:11]=[C:10]2[C:5]([C:6]([C:13]3[CH:14]=[N:15][CH:16]=[CH:17][CH:18]=3)=[CH:7][C:8](=[O:12])[O:9]2)=[CH:4][CH:3]=1.C(N(CC)CC)C.[S:26](O[S:26]([C:29]([F:32])([F:31])[F:30])(=[O:28])=[O:27])([C:29]([F:32])([F:31])[F:30])(=[O:28])=[O:27].[Cl-].[NH4+]. Product: [F:30][C:29]([F:32])([F:31])[S:26]([O:1][C:2]1[CH:11]=[C:10]2[C:5]([C:6]([C:13]3[CH:14]=[N:15][CH:16]=[CH:17][CH:18]=3)=[CH:7][C:8](=[O:12])[O:9]2)=[CH:4][CH:3]=1)(=[O:28])=[O:27]. The catalyst class is: 4. (6) Reactant: Cl.[CH3:2][O:3][C:4](=[O:17])[CH:5]([NH2:16])[CH2:6][CH2:7][CH2:8][C:9]([F:15])([F:14])[C:10]([F:13])([F:12])[F:11].C(=O)([O-])[O-].[K+].[K+].[C:24](Cl)(=[O:33])[O:25][CH2:26][C:27]1[CH:32]=[CH:31][CH:30]=[CH:29][CH:28]=1. Product: [CH3:2][O:3][C:4](=[O:17])[CH:5]([NH:16][C:24]([O:25][CH2:26][C:27]1[CH:32]=[CH:31][CH:30]=[CH:29][CH:28]=1)=[O:33])[CH2:6][CH2:7][CH2:8][C:9]([F:14])([F:15])[C:10]([F:11])([F:12])[F:13]. The catalyst class is: 20. (7) Reactant: Br[C:2]1[CH:3]=[C:4]([NH:10][C:11]2[CH:16]=[CH:15][N:14]=[CH:13][N:12]=2)[C:5](=[O:9])[N:6]([CH3:8])[CH:7]=1.CC(C1C=C(C(C)C)C(C2C=CC=CC=2P(C2CCCCC2)C2CCCCC2)=C(C(C)C)C=1)C.C([O-])(=O)C.[K+].[CH3:56][C:57]1([CH3:73])[C:61]([CH3:63])([CH3:62])[O:60][B:59]([B:59]2[O:60][C:61]([CH3:63])([CH3:62])[C:57]([CH3:73])([CH3:56])[O:58]2)[O:58]1. Product: [CH3:8][N:6]1[CH:7]=[C:2]([B:59]2[O:60][C:61]([CH3:63])([CH3:62])[C:57]([CH3:73])([CH3:56])[O:58]2)[CH:3]=[C:4]([NH:10][C:11]2[CH:16]=[CH:15][N:14]=[CH:13][N:12]=2)[C:5]1=[O:9]. The catalyst class is: 102.